Task: Predict the product of the given reaction.. Dataset: Forward reaction prediction with 1.9M reactions from USPTO patents (1976-2016) (1) The product is: [NH2:2][CH2:3][CH2:4][C:5]1[CH:13]=[CH:12][C:8]([C:9]([O:11][CH3:19])=[O:10])=[CH:7][CH:6]=1. Given the reactants Cl.[NH2:2][CH2:3][CH2:4][C:5]1[CH:13]=[CH:12][C:8]([C:9]([OH:11])=[O:10])=[CH:7][CH:6]=1.OS(O)(=O)=O.[CH3:19]O, predict the reaction product. (2) Given the reactants [Br:1][C:2]1[CH:9]=[CH:8]C(C#N)=[C:4]([O:10][C:11]2[C:16]([CH3:17])=[CH:15][C:14]([CH3:18])=[CH:13][C:12]=2[CH3:19])[CH:3]=1.[OH-:20].[Na+].Cl.[CH2:23]([OH:25])[CH3:24], predict the reaction product. The product is: [Br:1][C:2]1[CH:9]=[CH:8][C:24]([C:23]([OH:20])=[O:25])=[C:4]([O:10][C:11]2[C:16]([CH3:17])=[CH:15][C:14]([CH3:18])=[CH:13][C:12]=2[CH3:19])[CH:3]=1. (3) The product is: [NH2:2][CH2:1][C:3]1[CH:14]=[CH:13][C:6]([CH2:7][NH:8][S:9]([CH3:12])(=[O:11])=[O:10])=[C:5]([F:15])[CH:4]=1. Given the reactants [C:1]([C:3]1[CH:14]=[CH:13][C:6]([CH2:7][NH:8][S:9]([CH3:12])(=[O:11])=[O:10])=[C:5]([F:15])[CH:4]=1)#[N:2], predict the reaction product. (4) Given the reactants [CH3:1][C:2]1([CH3:13])[O:12][C@H:5]2[CH2:6][O:7][CH:8]([OH:11])[C@H](O)[C@H:4]2[O:3]1.I([O-])(=O)(=O)=O.[Na+].C(=O)([O-])[O-].[Na+].[Na+], predict the reaction product. The product is: [CH3:13][C:2]1([CH3:1])[O:12][C@H:5]2[CH2:6][O:7][CH:8]([OH:11])[C@H:4]2[O:3]1. (5) Given the reactants [Br:1][C:2]1[CH:10]=[C:9]2[C:5]([CH:6]([CH3:12])[C:7](=[O:11])[NH:8]2)=[CH:4][CH:3]=1.C([O-])([O-])=O.[Cs+].[Cs+].Br[CH2:20][C:21]([O:23][CH3:24])=[O:22].Cl, predict the reaction product. The product is: [Br:1][C:2]1[CH:10]=[C:9]2[C:5]([C:6]([CH2:20][C:21]([O:23][CH3:24])=[O:22])([CH3:12])[C:7](=[O:11])[NH:8]2)=[CH:4][CH:3]=1. (6) Given the reactants [Cl:1][C:2]1[CH:3]=[C:4]([N:8]([CH3:22])[S:9]([C:12]2[CH:13]=[C:14]3[C:18](=[CH:19][CH:20]=2)[NH:17][C:16](=[O:21])[CH2:15]3)(=[O:11])=[O:10])[CH:5]=[CH:6][CH:7]=1.[N:23]1([CH2:28][CH2:29][O:30][C:31]2[CH:32]=[C:33]3[C:37](=[CH:38][CH:39]=2)[NH:36][C:35]([CH:40]=O)=[CH:34]3)[CH2:27][CH2:26][CH2:25][CH2:24]1, predict the reaction product. The product is: [Cl:1][C:2]1[CH:3]=[C:4]([N:8]([CH3:22])[S:9]([C:12]2[CH:13]=[C:14]3[C:18](=[CH:19][CH:20]=2)[NH:17][C:16](=[O:21])[C:15]3=[CH:40][C:35]2[NH:36][C:37]3[C:33]([CH:34]=2)=[CH:32][C:31]([O:30][CH2:29][CH2:28][N:23]2[CH2:27][CH2:26][CH2:25][CH2:24]2)=[CH:39][CH:38]=3)(=[O:11])=[O:10])[CH:5]=[CH:6][CH:7]=1. (7) The product is: [OH:63][C:60]([C:49]1[N:50]=[C:51]([C@H:53]2[CH2:54][N:55]([C:7]([C:6]3[CH:10]=[CH:11][CH:12]=[CH:13][C:5]=3[C:3]([O:2][CH3:1])=[O:4])=[O:9])[C@H:56]([CH3:59])[CH2:57][CH2:58]2)[O:52][C:48]=1[CH3:47])([CH3:62])[CH3:61]. Given the reactants [CH3:1][O:2][C:3]([C:5]1[CH:13]=[CH:12][CH:11]=[CH:10][C:6]=1[C:7]([OH:9])=O)=[O:4].CN(C(ON1N=NC2C=CC=NC1=2)=[N+](C)C)C.F[P-](F)(F)(F)(F)F.CCN(C(C)C)C(C)C.[CH3:47][C:48]1[O:52][C:51]([C@@H:53]2[CH2:58][CH2:57][C@@H:56]([CH3:59])[NH:55][CH2:54]2)=[N:50][C:49]=1[C:60]([OH:63])([CH3:62])[CH3:61], predict the reaction product. (8) Given the reactants [O:1]1[CH2:6][CH2:5][N:4]([C:7]2[CH:12]=[CH:11][C:10]([NH:13][C:14]3[N:19]=[C:18]([NH:20][C:21]4[CH:26]=[CH:25][CH:24]=[C:23]([N+:27]([O-])=O)[CH:22]=4)[CH:17]=[CH:16][N:15]=3)=[CH:9][CH:8]=2)[CH2:3][CH2:2]1, predict the reaction product. The product is: [NH2:27][C:23]1[CH:22]=[C:21]([NH:20][C:18]2[CH:17]=[CH:16][N:15]=[C:14]([NH:13][C:10]3[CH:9]=[CH:8][C:7]([N:4]4[CH2:3][CH2:2][O:1][CH2:6][CH2:5]4)=[CH:12][CH:11]=3)[N:19]=2)[CH:26]=[CH:25][CH:24]=1.